This data is from Forward reaction prediction with 1.9M reactions from USPTO patents (1976-2016). The task is: Predict the product of the given reaction. Given the reactants C(OC([N:8]([C:28]1[N:29]=[C:30]2[CH:36]=[CH:35][N:34]([S:37]([C:40]3[CH:46]=[CH:45][C:43]([CH3:44])=[CH:42][CH:41]=3)(=[O:39])=[O:38])[C:31]2=[N:32][CH:33]=1)[CH2:9][C:10]([C@@H:12]1[C@H:16]([CH3:17])[CH2:15][N:14]([C:18]([O:20][CH2:21][C:22]2[CH:27]=[CH:26][CH:25]=[CH:24][CH:23]=2)=[O:19])[CH2:13]1)=[O:11])=O)(C)(C)C.C(O)(C(F)(F)F)=O, predict the reaction product. The product is: [CH3:17][C@H:16]1[C@@H:12]([C:10](=[O:11])[CH2:9][NH:8][C:28]2[N:29]=[C:30]3[CH:36]=[CH:35][N:34]([S:37]([C:40]4[CH:46]=[CH:45][C:43]([CH3:44])=[CH:42][CH:41]=4)(=[O:39])=[O:38])[C:31]3=[N:32][CH:33]=2)[CH2:13][N:14]([C:18]([O:20][CH2:21][C:22]2[CH:27]=[CH:26][CH:25]=[CH:24][CH:23]=2)=[O:19])[CH2:15]1.